From a dataset of Full USPTO retrosynthesis dataset with 1.9M reactions from patents (1976-2016). Predict the reactants needed to synthesize the given product. (1) Given the product [CH2:3]([O:2][C:1]([N:19]1[C:20]2[CH:26]=[CH:25][CH:24]=[CH:23][C:21]=2[N:22]=[C:18]1[C:12]1[CH:17]=[CH:16][CH:15]=[CH:14][CH:13]=1)=[O:10])[C:4]1[CH:9]=[CH:8][CH:7]=[CH:6][CH:5]=1, predict the reactants needed to synthesize it. The reactants are: [C:1](Cl)(=[O:10])[O:2][CH2:3][C:4]1[CH:9]=[CH:8][CH:7]=[CH:6][CH:5]=1.[C:12]1([C:18]2[NH:19][C:20]3[CH:26]=[CH:25][CH:24]=[CH:23][C:21]=3[N:22]=2)[CH:17]=[CH:16][CH:15]=[CH:14][CH:13]=1.N1C(C)=CC=CC=1C. (2) Given the product [CH3:2][CH2:1][N:3]([CH2:4][CH2:5][NH:6][C:7]([C:9]1[C:13]([CH3:14])=[C:12](/[CH:15]=[C:24]2/[C:23]3[CH:22]=[C:21]([F:20])[CH:29]=[CH:28][C:27]=3[NH:26][C:25]/2=[O:30])[NH:11][C:10]=1[CH3:17])=[O:8])[CH2:18][CH3:19], predict the reactants needed to synthesize it. The reactants are: [CH2:1]([N:3]([CH2:18][CH3:19])[CH2:4][CH2:5][NH:6][C:7]([C:9]1[C:13]([CH3:14])=[C:12]([CH:15]=O)[NH:11][C:10]=1[CH3:17])=[O:8])[CH3:2].[F:20][C:21]1[CH:22]=[C:23]2[C:27](=[CH:28][CH:29]=1)[NH:26][C:25](=[O:30])[CH2:24]2.N1CCCC1. (3) Given the product [NH2:24][C:18]1[N:19]=[C:20]([NH:23][C:13]([C:12]2[C:8]([CH3:7])=[N:9][O:10][CH:11]=2)=[O:15])[CH:21]=[N:22][C:17]=1[Cl:16], predict the reactants needed to synthesize it. The reactants are: C(Cl)(=O)C(Cl)=O.[CH3:7][C:8]1[C:12]([C:13]([OH:15])=O)=[CH:11][O:10][N:9]=1.[Cl:16][C:17]1[C:18]([NH2:24])=[N:19][C:20]([NH2:23])=[CH:21][N:22]=1.